This data is from Forward reaction prediction with 1.9M reactions from USPTO patents (1976-2016). The task is: Predict the product of the given reaction. Given the reactants [C:1]([N:8]1[CH2:13][CH2:12][CH2:11][CH2:10][C:9]1=O)([O:3][C:4]([CH3:7])([CH3:6])[CH3:5])=[O:2].[N:15]1[CH:20]=[CH:19][CH:18]=[CH:17][C:16]=1[NH:21][NH2:22].Cl, predict the reaction product. The product is: [C:4]([O:3][C:1]([N:8]1[CH2:13][CH2:12][C:11](=[N:22][NH:21][C:16]2[CH:17]=[CH:18][CH:19]=[CH:20][N:15]=2)[CH2:10][CH2:9]1)=[O:2])([CH3:7])([CH3:6])[CH3:5].